Dataset: Forward reaction prediction with 1.9M reactions from USPTO patents (1976-2016). Task: Predict the product of the given reaction. (1) Given the reactants C1(C2C3C(=CC=CC=3)C=CC=2P(C2C=CC=CC=2)C2C=CC=CC=2)C2C(=CC=CC=2)C=CC=1P(C1C=CC=CC=1)C1C=CC=CC=1.Br[C:48]1[CH:49]=[C:50]([C:55]#[N:56])[C:51]([F:54])=[CH:52][CH:53]=1.[CH2:57]([O:59]C([Sn](CCCC)(CCCC)CCCC)=C)[CH3:58], predict the reaction product. The product is: [C:57]([C:48]1[CH:49]=[C:50]([C:55]#[N:56])[C:51]([F:54])=[CH:52][CH:53]=1)(=[O:59])[CH3:58]. (2) Given the reactants C(N(C(C)C)C(C)C)C.[Br:10][C:11]1[CH:12]=[N:13][CH:14]=[CH:15][C:16]=1[CH2:17][O:18][C:19]1[CH:20]=[N:21][C:22]([N:25]2[CH2:30][CH2:29][N:28](/[C:31](=[N:33]/[OH:34])/[NH2:32])[CH2:27][C@H:26]2[CH3:35])=[N:23][CH:24]=1.[CH:36]1([C:39](O)=O)[CH2:38][CH2:37]1.ON1C2C=CC=CC=2N=N1.Cl.CN(C)CCCN=C=NCC, predict the reaction product. The product is: [Br:10][C:11]1[CH:12]=[N:13][CH:14]=[CH:15][C:16]=1[CH2:17][O:18][C:19]1[CH:20]=[N:21][C:22]([N:25]2[CH2:30][CH2:29][N:28]([C:31]3[N:32]=[C:39]([CH:36]4[CH2:38][CH2:37]4)[O:34][N:33]=3)[CH2:27][C@H:26]2[CH3:35])=[N:23][CH:24]=1. (3) Given the reactants C1C=C[NH+]=CC=1.[O-][Cr](Cl)(=O)=O.[Si:12]([O:29][CH2:30][C:31]1[C:32]([N:47]2[CH2:52][C@H:51]([CH3:53])[O:50][C@H:49]([CH3:54])[CH2:48]2)=[C:33]([F:46])[C:34]([F:45])=[C:35]([CH:37]([C:39]2[CH:44]=[CH:43][CH:42]=[CH:41][N:40]=2)[OH:38])[CH:36]=1)([C:25]([CH3:28])([CH3:27])[CH3:26])([C:19]1[CH:24]=[CH:23][CH:22]=[CH:21][CH:20]=1)[C:13]1[CH:18]=[CH:17][CH:16]=[CH:15][CH:14]=1, predict the reaction product. The product is: [Si:12]([O:29][CH2:30][C:31]1[C:32]([N:47]2[CH2:48][C@H:49]([CH3:54])[O:50][C@H:51]([CH3:53])[CH2:52]2)=[C:33]([F:46])[C:34]([F:45])=[C:35]([C:37]([C:39]2[CH:44]=[CH:43][CH:42]=[CH:41][N:40]=2)=[O:38])[CH:36]=1)([C:25]([CH3:26])([CH3:27])[CH3:28])([C:13]1[CH:18]=[CH:17][CH:16]=[CH:15][CH:14]=1)[C:19]1[CH:20]=[CH:21][CH:22]=[CH:23][CH:24]=1. (4) Given the reactants Br[C:2]1[C:11]2[C:6](=[CH:7][C:8]([C:12]3[CH:17]=[CH:16][C:15]([OH:18])=[CH:14][CH:13]=3)=[CH:9][CH:10]=2)[CH:5]=[CH:4][C:3]=1[OH:19].[CH3:20][O-:21].[Na+].Cl, predict the reaction product. The product is: [OH:18][C:15]1[CH:16]=[CH:17][C:12]([C:8]2[CH:7]=[C:6]3[C:11](=[CH:10][CH:9]=2)[C:2]([O:21][CH3:20])=[C:3]([OH:19])[CH:4]=[CH:5]3)=[CH:13][CH:14]=1. (5) Given the reactants [N:1]1[C:2]([NH:10][C:11](=[O:17])[O:12][C:13]([CH3:16])([CH3:15])[CH3:14])=[N:3][N:4]2[CH2:9][CH2:8][NH:7][CH2:6][C:5]=12.C=O.[BH3-][C:21]#N.[Na+], predict the reaction product. The product is: [CH3:21][N:7]1[CH2:8][CH2:9][N:4]2[N:3]=[C:2]([NH:10][C:11](=[O:17])[O:12][C:13]([CH3:14])([CH3:16])[CH3:15])[N:1]=[C:5]2[CH2:6]1. (6) Given the reactants [F:1][C:2]([F:26])([F:25])[CH2:3][NH:4][C:5]([C:7]1([CH2:20][CH2:21][CH2:22][CH2:23]Br)[C:19]2[CH:18]=[CH:17][CH:16]=[CH:15][C:14]=2[C:13]2[C:8]1=[CH:9][CH:10]=[CH:11][CH:12]=2)=[O:6].[F:27][C:28]1[CH:43]=[CH:42][C:31]2[N:32]([CH3:41])[C:33]([N:35]3[CH2:40][CH2:39][NH:38][CH2:37][CH2:36]3)=[N:34][C:30]=2[CH:29]=1, predict the reaction product. The product is: [F:1][C:2]([F:26])([F:25])[CH2:3][NH:4][C:5]([C:7]1([CH2:20][CH2:21][CH2:22][CH2:23][N:38]2[CH2:39][CH2:40][N:35]([C:33]3[N:32]([CH3:41])[C:31]4[CH:42]=[CH:43][C:28]([F:27])=[CH:29][C:30]=4[N:34]=3)[CH2:36][CH2:37]2)[C:19]2[CH:18]=[CH:17][CH:16]=[CH:15][C:14]=2[C:13]2[C:8]1=[CH:9][CH:10]=[CH:11][CH:12]=2)=[O:6]. (7) Given the reactants [CH3:1][C@@:2]12[C@H:11]3[C@@H:12](O)[CH2:13][C@:14]4(C)[C@@:18]([OH:23])(C(CO)=O)CC[C@H:15]4[C@@H:10]3[CH2:9][CH2:8][C@H:7]1C[C@H](O)CC2.BrC1C=CC=C[N:29]=1.[Li]CCCC.C1COCC1.BrC1C=C(C=CC=1)C=O, predict the reaction product. The product is: [N:29]1[CH:1]=[CH:2][CH:7]=[CH:8][C:9]=1[C:10]1[CH:15]=[C:14]([CH:13]=[CH:12][CH:11]=1)[CH:18]=[O:23]. (8) Given the reactants [F:1][C:2]1[CH:7]=[C:6]([I:8])[CH:5]=[CH:4][C:3]=1[NH:9][C:10]1[CH:18]=[N:17][CH:16]=[CH:15][C:11]=1[C:12]([OH:14])=O.[CH:19]1([NH2:23])[CH2:22][CH2:21][CH2:20]1, predict the reaction product. The product is: [CH:19]1([NH:23][C:12](=[O:14])[C:11]2[CH:15]=[CH:16][N:17]=[CH:18][C:10]=2[NH:9][C:3]2[CH:4]=[CH:5][C:6]([I:8])=[CH:7][C:2]=2[F:1])[CH2:22][CH2:21][CH2:20]1. (9) Given the reactants I[C:2]1[CH:7]=[CH:6][CH:5]=[C:4]([O:8][CH3:9])[CH:3]=1.[NH:10]1[C:18]2[C:13](=[C:14]([CH2:19][N:20]3[CH2:25][CH2:24][CH:23]([C:26]4[CH:27]=[C:28]([NH:32][C:33](=[O:37])[CH:34]([CH3:36])[CH3:35])[CH:29]=[CH:30][CH:31]=4)[CH2:22][CH2:21]3)[CH:15]=[CH:16][CH:17]=2)[CH:12]=[CH:11]1, predict the reaction product. The product is: [CH3:9][O:8][C:4]1[CH:3]=[C:2]([N:10]2[C:18]3[C:13](=[C:14]([CH2:19][N:20]4[CH2:25][CH2:24][CH:23]([C:26]5[CH:27]=[C:28]([NH:32][C:33](=[O:37])[CH:34]([CH3:35])[CH3:36])[CH:29]=[CH:30][CH:31]=5)[CH2:22][CH2:21]4)[CH:15]=[CH:16][CH:17]=3)[CH:12]=[CH:11]2)[CH:7]=[CH:6][CH:5]=1. (10) The product is: [C:1]([N:5]1[C:9]([NH:10][C:11]2[N:16]=[C:15]([CH2:17][C:18]3([C:31]([O:33][CH2:34][CH3:35])=[O:32])[CH2:23][CH2:22][NH:21][CH2:20][CH2:19]3)[CH:14]=[CH:13][CH:12]=2)=[CH:8][CH:7]=[N:6]1)([CH3:3])([CH3:4])[CH3:2]. Given the reactants [C:1]([N:5]1[C:9]([NH:10][C:11]2[N:16]=[C:15]([CH2:17][C:18]3([C:31]([O:33][CH2:34][CH3:35])=[O:32])[CH2:23][CH2:22][N:21](C(OC(C)(C)C)=O)[CH2:20][CH2:19]3)[CH:14]=[CH:13][CH:12]=2)=[CH:8][CH:7]=[N:6]1)([CH3:4])([CH3:3])[CH3:2].Cl, predict the reaction product.